From a dataset of CYP2D6 inhibition data for predicting drug metabolism from PubChem BioAssay. Regression/Classification. Given a drug SMILES string, predict its absorption, distribution, metabolism, or excretion properties. Task type varies by dataset: regression for continuous measurements (e.g., permeability, clearance, half-life) or binary classification for categorical outcomes (e.g., BBB penetration, CYP inhibition). Dataset: cyp2d6_veith. (1) The molecule is CCC(=O)Nc1ccc(/C(C)=N\NC(=O)c2ccc(C)s2)cc1. The result is 0 (non-inhibitor). (2) The molecule is c1ccc(C(c2ccccc2)N2CCC3(CCNCC3)CC2)cc1. The result is 0 (non-inhibitor). (3) The drug is COc1cc(OC)c(C#N)c(S(=O)(=O)Cc2ccccc2)c1. The result is 0 (non-inhibitor). (4) The drug is Cn1nc(-c2ccccc2)c(C(=O)Nc2ccc(Cl)cc2)c1Cl. The result is 0 (non-inhibitor). (5) The molecule is CC1C(=NO)C(C)C(c2ccc(N(C)C)cc2)NC1c1ccc(N(C)C)cc1. The result is 1 (inhibitor). (6) The drug is CCOC(=O)Cc1c(C)nc2c(-c3ccccc3)c(-c3ccccc3)[nH]n2c1=O. The result is 0 (non-inhibitor). (7) The compound is O=c1[nH]c2ccccc2c2ccccc12. The result is 0 (non-inhibitor).